Dataset: Reaction yield outcomes from USPTO patents with 853,638 reactions. Task: Predict the reaction yield, written as a fraction of the theoretical maximum amount of product (1.0 means a 100% yield; for example, 0.34 means a 34% yield). (1) The catalyst is ClCCl.C(OCC)(=O)C.C1(C)C=CC=CC=1. The reactants are [C:1]([O:5][C:6]([C@H:8]1[CH2:12][CH2:11][S:10](=[O:14])(=[O:13])[N:9]1NC(OC(C)(C)C)=O)=[O:7])([CH3:4])([CH3:3])[CH3:2].FC(F)(F)C(O)=O. The yield is 0.500. The product is [C:1]([O:5][C:6]([C@H:8]1[CH2:12][CH2:11][S:10](=[O:13])(=[O:14])[NH:9]1)=[O:7])([CH3:4])([CH3:2])[CH3:3]. (2) The reactants are Br[CH2:2][C:3]([C:5]1[C:10]([F:11])=[CH:9][C:8]([O:12][CH3:13])=[CH:7][C:6]=1[Cl:14])=O.[NH2:15][C:16]([NH2:18])=[S:17]. The catalyst is CCO. The product is [Cl:14][C:6]1[CH:7]=[C:8]([O:12][CH3:13])[CH:9]=[C:10]([F:11])[C:5]=1[C:3]1[N:15]=[C:16]([NH2:18])[S:17][CH:2]=1. The yield is 0.390. (3) The reactants are [CH2:1]([C:3]1[CH:4]=[C:5]2[C:9](=[CH:10][CH:11]=1)[NH:8][C:7]([C:12]([O:14]CC)=[O:13])=[CH:6]2)[CH3:2].[OH-].[Na+]. The catalyst is O1CCOCC1. The product is [CH2:1]([C:3]1[CH:4]=[C:5]2[C:9](=[CH:10][CH:11]=1)[NH:8][C:7]([C:12]([OH:14])=[O:13])=[CH:6]2)[CH3:2]. The yield is 0.920. (4) The reactants are [F:1][C:2]1[CH:34]=[CH:33][C:5]([CH2:6][N:7]([C:16]2[CH:21]=[CH:20][C:19]([O:22][C:23]3[CH:28]=[CH:27][N:26]=[C:25](C(=O)N)[CH:24]=3)=[C:18]([F:32])[CH:17]=2)[C:8]([C:10]2([C:13]([NH2:15])=[O:14])[CH2:12][CH2:11]2)=[O:9])=[CH:4][CH:3]=1.[N:35]1C=CC=CC=1.O.FC(F)(F)C(=O)OI(C1C=CC=CC=1)OC(C(F)(F)F)=O. The catalyst is CN(C=O)C. The product is [F:1][C:2]1[CH:3]=[CH:4][C:5]([CH2:6][N:7]([C:16]2[CH:21]=[CH:20][C:19]([O:22][C:23]3[CH:28]=[CH:27][N:26]=[C:25]([NH2:35])[CH:24]=3)=[C:18]([F:32])[CH:17]=2)[C:8]([C:10]2([C:13]([NH2:15])=[O:14])[CH2:11][CH2:12]2)=[O:9])=[CH:33][CH:34]=1. The yield is 0.900.